From a dataset of Peptide-MHC class II binding affinity with 134,281 pairs from IEDB. Regression. Given a peptide amino acid sequence and an MHC pseudo amino acid sequence, predict their binding affinity value. This is MHC class II binding data. (1) The peptide sequence is IKGTAPFETHANRIV. The MHC is HLA-DPA10201-DPB10101 with pseudo-sequence HLA-DPA10201-DPB10101. The binding affinity (normalized) is 0.298. (2) The peptide sequence is SNVTFTVNQTSRLLM. The MHC is DRB1_0801 with pseudo-sequence DRB1_0801. The binding affinity (normalized) is 0.602. (3) The peptide sequence is RKGVLFNIQYVNYWF. The MHC is DRB1_0802 with pseudo-sequence DRB1_0802. The binding affinity (normalized) is 0.117.